From a dataset of Forward reaction prediction with 1.9M reactions from USPTO patents (1976-2016). Predict the product of the given reaction. (1) Given the reactants [Br:1][C:2]1[CH:3]=[N:4][CH:5]=[C:6]([CH:12]=1)[C:7](OCC)=[O:8].[BH4-].[Na+].CO.O, predict the reaction product. The product is: [Br:1][C:2]1[CH:12]=[C:6]([CH2:7][OH:8])[CH:5]=[N:4][CH:3]=1. (2) Given the reactants [NH2:1][C:2]1[N:7]=[C:6]([CH2:8][C:9]2[CH:10]=[N:11][CH:12]=[CH:13][CH:14]=2)[N:5]=[C:4]([OH:15])[C:3]=1[CH2:16][C:17]1([CH2:22][CH3:23])OCCO1.C1COCC1.Cl.N1C=CC=NC=1, predict the reaction product. The product is: [CH2:22]([C:17]1[NH:1][C:2]2[N:7]=[C:6]([CH2:8][C:9]3[CH:10]=[N:11][CH:12]=[CH:13][CH:14]=3)[N:5]=[C:4]([OH:15])[C:3]=2[CH:16]=1)[CH3:23].